Dataset: Forward reaction prediction with 1.9M reactions from USPTO patents (1976-2016). Task: Predict the product of the given reaction. (1) The product is: [Br:28][C:16]1[NH:15][C:14]2[C:13](=[O:25])[N:12]3[C:8]([CH2:7][C:6]4[CH:5]=[CH:4][C:3]([O:2][CH3:1])=[CH:27][CH:26]=4)=[N:9][N:10]=[C:11]3[N:19]([CH2:20][CH2:21][CH2:22][CH2:23][CH3:24])[C:18]=2[N:17]=1. Given the reactants [CH3:1][O:2][C:3]1[CH:27]=[CH:26][C:6]([CH2:7][C:8]2[N:12]3[C:13](=[O:25])[C:14]4[NH:15][CH:16]=[N:17][C:18]=4[N:19]([CH2:20][CH2:21][CH2:22][CH2:23][CH3:24])[C:11]3=[N:10][N:9]=2)=[CH:5][CH:4]=1.[Br:28]N1C(=O)CCC1=O, predict the reaction product. (2) Given the reactants [Cl:1][C:2]1[N:7]=[N:6][C:5]([NH:8][NH2:9])=[CH:4][CH:3]=1.C(N(CC)CC)C.[F:17][C:18]1[CH:26]=[CH:25][CH:24]=[CH:23][C:19]=1[C:20](O)=O, predict the reaction product. The product is: [Cl:1][C:2]1[CH:3]=[CH:4][C:5]2[N:6]([C:20]([C:19]3[CH:23]=[CH:24][CH:25]=[CH:26][C:18]=3[F:17])=[N:9][N:8]=2)[N:7]=1. (3) Given the reactants I[C:2]1[CH:7]=[CH:6][C:5]([NH2:8])=[C:4]([CH3:9])[CH:3]=1.[C:10]([C:14]1[CH:19]=[CH:18][C:17]([C:20]#[CH:21])=[CH:16][CH:15]=1)([CH3:13])([CH3:12])[CH3:11].C(N)CCC, predict the reaction product. The product is: [C:10]([C:14]1[CH:15]=[CH:16][C:17]([C:20]#[C:21][C:2]2[CH:7]=[CH:6][C:5]([NH2:8])=[C:4]([CH3:9])[CH:3]=2)=[CH:18][CH:19]=1)([CH3:13])([CH3:12])[CH3:11].